From a dataset of Reaction yield outcomes from USPTO patents with 853,638 reactions. Predict the reaction yield, written as a fraction of the theoretical maximum amount of product (1.0 means a 100% yield; for example, 0.34 means a 34% yield). (1) The reactants are [Br:1][C:2]1[CH:3]=[CH:4][C:5]2[C:6]3[CH2:14][N:13]([C:15]([O:17][C:18]([CH3:21])([CH3:20])[CH3:19])=[O:16])[CH2:12][CH2:11][C:7]=3[NH:8][C:9]=2[CH:10]=1.[H-].[Na+].[CH3:24][CH:25]([Si:27](Cl)([CH:31]([CH3:33])[CH3:32])[CH:28]([CH3:30])[CH3:29])[CH3:26].O. The catalyst is CN(C=O)C. The product is [Br:1][C:2]1[CH:3]=[CH:4][C:5]2[C:6]3[CH2:14][N:13]([C:15]([O:17][C:18]([CH3:21])([CH3:20])[CH3:19])=[O:16])[CH2:12][CH2:11][C:7]=3[N:8]([Si:27]([CH:31]([CH3:33])[CH3:32])([CH:28]([CH3:30])[CH3:29])[CH:25]([CH3:26])[CH3:24])[C:9]=2[CH:10]=1. The yield is 0.610. (2) The reactants are [CH3:1][O:2][C:3]1[CH:4]=[C:5]2[C:9](=[CH:10][CH:11]=1)[C:8](=[O:12])[CH:7]([CH2:13][C:14](=O)[N:15]1[CH2:19][CH2:18][CH2:17][CH2:16]1)[CH2:6]2.[H-].[H-].[H-].[H-].[Li+].[Al+3]. The catalyst is C1COCC1.ClCCl. The product is [CH3:1][O:2][C:3]1[CH:4]=[C:5]2[C:9](=[CH:10][CH:11]=1)[CH:8]([OH:12])[CH:7]([CH2:13][CH2:14][N:15]1[CH2:19][CH2:18][CH2:17][CH2:16]1)[CH2:6]2. The yield is 0.630.